Dataset: Retrosynthesis with 50K atom-mapped reactions and 10 reaction types from USPTO. Task: Predict the reactants needed to synthesize the given product. (1) Given the product CC(C)C(=O)N1CCC(C2(c3cccc(-c4ccccc4)c3)N=C(N)N(C)C2=O)CC1, predict the reactants needed to synthesize it. The reactants are: CC(C)C(=O)Cl.CN1C(=O)C(c2cccc(-c3ccccc3)c2)(C2CCNCC2)N=C1N. (2) Given the product C=C(C)c1nc2ccnc(OCCCC)c2c2cc(F)ccc12, predict the reactants needed to synthesize it. The reactants are: CC(=O)[O-].CCCCOc1nccc2nc(OS(=O)(=O)C(F)(F)F)c3ccc(F)cc3c12. (3) Given the product COC(=O)C(C)(Cc1c[nH]c2ccccc12)NC(=O)c1cc(C#Cc2ccccc2)ccc1OC(C)C, predict the reactants needed to synthesize it. The reactants are: CC(C)Oc1ccc(C#Cc2ccccc2)cc1C(=O)O.COC(=O)C(C)(N)Cc1c[nH]c2ccccc12. (4) The reactants are: C[C@]12CC[C@H]3[C@@H](CC=C4NC(=O)CC[C@@]43C)[C@@H]1CC[C@@H]2C(=O)O.Cc1ccc(C[C@H](N)c2ccccc2)cc1. Given the product Cc1ccc(C[C@H](NC(=O)[C@H]2CC[C@H]3[C@@H]4CC=C5NC(=O)CC[C@]5(C)[C@H]4CC[C@]23C)c2ccccc2)cc1, predict the reactants needed to synthesize it. (5) Given the product CC(C)(C)OC(=O)N1C(c2ccc(O)cc2)CC[C@]12CCCNC2=O, predict the reactants needed to synthesize it. The reactants are: CC(C)(C)OC(=O)OC(=O)OC(C)(C)C.O=C1NCCC[C@]12CCC(c1ccc(O)cc1)N2. (6) Given the product O=C(Nc1cc2ccc(C3(O)CCCC3)nc2cn1)C1CC1, predict the reactants needed to synthesize it. The reactants are: NC(=O)C1CC1.OC1(c2ccc3cc(Cl)ncc3n2)CCCC1. (7) Given the product CN(Cc1ccc(C(=O)N2CC3(C)CC2CC(C)(C)C3)cc1)S(C)(=O)=O, predict the reactants needed to synthesize it. The reactants are: CNCc1ccc(C(=O)N2CC3(C)CC2CC(C)(C)C3)cc1.CS(=O)(=O)Cl. (8) Given the product COc1cc[nH]c1/C=C1\C(=O)Nc2ccc([N+](=O)[O-])c(C#CCO)c21, predict the reactants needed to synthesize it. The reactants are: C#CCO.COc1cc[nH]c1/C=C1\C(=O)Nc2ccc([N+](=O)[O-])c(I)c21.